Predict the reaction yield, written as a fraction of the theoretical maximum amount of product (1.0 means a 100% yield; for example, 0.34 means a 34% yield). From a dataset of Reaction yield outcomes from USPTO patents with 853,638 reactions. (1) The reactants are [NH2:1][C:2]1[CH:7]=[CH:6][C:5]([CH2:8][C:9]([O:11][CH2:12][CH3:13])=[O:10])=[CH:4][CH:3]=1.[CH3:14][C:15]1[C:19](/[CH:20]=[CH:21]/[C:22](O)=[O:23])=[C:18]([C:25]2[CH:30]=[CH:29][CH:28]=[CH:27][CH:26]=2)[O:17][N:16]=1.O.ON1C2C=CC=CC=2N=N1.Cl.C(N=C=NCCCN(C)C)C. The catalyst is O.CN(C)C=O. The product is [CH2:12]([O:11][C:9]([CH2:8][C:5]1[CH:4]=[CH:3][C:2]([NH:1][C:22](=[O:23])/[CH:21]=[CH:20]/[C:19]2[C:15]([CH3:14])=[N:16][O:17][C:18]=2[C:25]2[CH:26]=[CH:27][CH:28]=[CH:29][CH:30]=2)=[CH:7][CH:6]=1)=[O:10])[CH3:13]. The yield is 0.970. (2) The yield is 0.270. The reactants are C(N(C(C)C)C(C)C)C.Cl[C:11]([O:13][C:14]1[CH:19]=[CH:18][C:17]([CH2:20][C:21]2[CH:26]=[CH:25][C:24]([C:27]([F:30])([F:29])[F:28])=[CH:23][CH:22]=2)=[CH:16][CH:15]=1)=[O:12].[N:31]1[CH:36]=[CH:35][CH:34]=[CH:33][C:32]=1[CH2:37][N:38]1[CH2:43][CH2:42][NH:41][CH2:40][CH2:39]1. The catalyst is ClCCl. The product is [F:28][C:27]([F:30])([F:29])[C:24]1[CH:25]=[CH:26][C:21]([CH2:20][C:17]2[CH:18]=[CH:19][C:14]([O:13][C:11]([N:41]3[CH2:42][CH2:43][N:38]([CH2:37][C:32]4[CH:33]=[CH:34][CH:35]=[CH:36][N:31]=4)[CH2:39][CH2:40]3)=[O:12])=[CH:15][CH:16]=2)=[CH:22][CH:23]=1. (3) The reactants are [F:1][C:2]1[CH:7]=[CH:6][C:5]([N:8]2[C:12]3([CH2:17][CH2:16][NH:15][CH2:14][CH2:13]3)[C:11](=[O:18])[N:10]([CH2:19][C:20]3[CH:21]=[C:22]([CH:30]=[CH:31][CH:32]=3)[C:23]([O:25][C:26]([CH3:29])([CH3:28])[CH3:27])=[O:24])[CH2:9]2)=[CH:4][CH:3]=1.Cl[CH2:34][CH2:35][CH2:36][C:37]([C:39]1[CH:44]=[CH:43][CH:42]=[CH:41][CH:40]=1)=[O:38].[I-].[Na+].C(=O)([O-])[O-].[K+].[K+]. The catalyst is CC(=O)CC. The product is [F:1][C:2]1[CH:3]=[CH:4][C:5]([N:8]2[C:12]3([CH2:13][CH2:14][N:15]([CH2:34][CH2:35][CH2:36][C:37](=[O:38])[C:39]4[CH:44]=[CH:43][CH:42]=[CH:41][CH:40]=4)[CH2:16][CH2:17]3)[C:11](=[O:18])[N:10]([CH2:19][C:20]3[CH:21]=[C:22]([CH:30]=[CH:31][CH:32]=3)[C:23]([O:25][C:26]([CH3:27])([CH3:28])[CH3:29])=[O:24])[CH2:9]2)=[CH:6][CH:7]=1. The yield is 0.460. (4) The reactants are [CH:1]([C:3]1[CH:8]=[CH:7][CH:6]=[CH:5][C:4]=1[C:9]1[CH:14]=[CH:13][C:12]([C:15]([CH3:24])([CH3:23])[C:16]([NH:18][CH2:19][CH:20]([CH3:22])[CH3:21])=[O:17])=[CH:11][CH:10]=1)=[O:2].[BH4-].[Na+]. The catalyst is CO. The product is [OH:2][CH2:1][C:3]1[CH:8]=[CH:7][CH:6]=[CH:5][C:4]=1[C:9]1[CH:14]=[CH:13][C:12]([C:15]([CH3:23])([CH3:24])[C:16]([NH:18][CH2:19][CH:20]([CH3:21])[CH3:22])=[O:17])=[CH:11][CH:10]=1. The yield is 0.620. (5) The reactants are [C:1]([O:5][C:6]([N:8]1[CH2:12][CH2:11][CH2:10][C@H:9]1[CH2:13][OH:14])=[O:7])([CH3:4])([CH3:3])[CH3:2].N1C=CC=CC=1.[C:21]1([CH3:31])[CH:26]=[CH:25][C:24]([S:27](Cl)(=[O:29])=[O:28])=[CH:23][CH:22]=1. The catalyst is C(Cl)Cl. The product is [C:6]([N:8]1[CH2:12][CH2:11][CH2:10][C@H:9]1[CH2:13][O:14][S:27]([C:24]1[CH:25]=[CH:26][C:21]([CH3:31])=[CH:22][CH:23]=1)(=[O:29])=[O:28])([O:5][C:1]([CH3:4])([CH3:3])[CH3:2])=[O:7]. The yield is 0.930. (6) The reactants are [Cl:1][C:2]1[C:3]([N:17]2[CH2:22][CH2:21][CH2:20][C@@H:19]([NH:23]C(=O)OC(C)(C)C)[CH2:18]2)=[C:4]2[C:10]([NH:11][C:12]([CH:14]3[CH2:16][CH2:15]3)=[O:13])=[CH:9][NH:8][C:5]2=[N:6][CH:7]=1.Cl. The catalyst is C(O)(C(F)(F)F)=O.C(Cl)Cl.CCOCC. The product is [ClH:1].[NH2:23][C@@H:19]1[CH2:20][CH2:21][CH2:22][N:17]([C:3]2[C:2]([Cl:1])=[CH:7][N:6]=[C:5]3[NH:8][CH:9]=[C:10]([NH:11][C:12]([CH:14]4[CH2:15][CH2:16]4)=[O:13])[C:4]=23)[CH2:18]1. The yield is 0.630.